From a dataset of Reaction yield outcomes from USPTO patents with 853,638 reactions. Predict the reaction yield, written as a fraction of the theoretical maximum amount of product (1.0 means a 100% yield; for example, 0.34 means a 34% yield). (1) The reactants are CON(C)[C:4]([C:6]1[CH:11]=[CH:10][C:9]([C:12]2[CH:13]=[CH:14][C:15]3[N:16]([C:18]([C:39]4[CH:44]=[CH:43][CH:42]=[CH:41][CH:40]=4)=[C:19]([C:21]4[CH:26]=[CH:25][C:24]([C:27]5([NH:31][C:32](=[O:38])[O:33][C:34]([CH3:37])([CH3:36])[CH3:35])[CH2:30][CH2:29][CH2:28]5)=[CH:23][CH:22]=4)[N:20]=3)[N:17]=2)=[CH:8][CH:7]=1)=[O:5].[CH3:46][Mg]Cl.[Cl-].[NH4+]. The catalyst is C1COCC1. The product is [C:4]([C:6]1[CH:11]=[CH:10][C:9]([C:12]2[CH:13]=[CH:14][C:15]3[N:16]([C:18]([C:39]4[CH:40]=[CH:41][CH:42]=[CH:43][CH:44]=4)=[C:19]([C:21]4[CH:22]=[CH:23][C:24]([C:27]5([NH:31][C:32](=[O:38])[O:33][C:34]([CH3:35])([CH3:36])[CH3:37])[CH2:28][CH2:29][CH2:30]5)=[CH:25][CH:26]=4)[N:20]=3)[N:17]=2)=[CH:8][CH:7]=1)(=[O:5])[CH3:46]. The yield is 0.230. (2) The reactants are [CH3:1][C:2]1[CH:7]=[CH:6][C:5]([C:8]([C:10]2[S:14][C:13]([NH2:15])=[N:12][C:11]=2[C:16]2[O:17][CH:18]=[CH:19][CH:20]=2)=[O:9])=[CH:4][N:3]=1.[C:21](O)(=[O:28])[C:22]1[CH:27]=[CH:26][N:25]=[CH:24][CH:23]=1.CCN=C=NCCCN(C)C.Cl.O.ON1C2C=CC=CC=2N=N1. The catalyst is CN(C=O)C.O. The product is [O:17]1[CH:18]=[CH:19][CH:20]=[C:16]1[C:11]1[N:12]=[C:13]([NH:15][C:21]([C:22]2[CH:27]=[CH:26][N:25]=[CH:24][CH:23]=2)=[O:28])[S:14][C:10]=1[C:8]([C:5]1[CH:6]=[CH:7][C:2]([CH3:1])=[N:3][CH:4]=1)=[O:9]. The yield is 0.620. (3) The reactants are [Cl:1][C:2]1[CH:7]=[C:6]([CH2:8][CH3:9])[N:5]=[C:4]([NH2:10])[CH:3]=1.[O:11](C(OC(C)(C)C)=O)[C:12]([O:14][C:15]([CH3:18])([CH3:17])[CH3:16])=O. The catalyst is CN(C1C=CN=CC=1)C.C(Cl)Cl. The product is [Cl:1][C:2]1[CH:7]=[C:6]([CH2:8][CH3:9])[N:5]=[C:4]([N:10]([C:12]([O:14][C:15]([CH3:18])([CH3:17])[CH3:16])=[O:11])[C:12]([O:14][C:15]([CH3:18])([CH3:17])[CH3:16])=[O:11])[CH:3]=1. The yield is 0.270. (4) The reactants are [CH3:1][C:2]1[CH:3]=[CH:4][C:5]([N+:9]([O-:11])=[O:10])=[C:6]([OH:8])[CH:7]=1.[Br:12]Br. The catalyst is C(O)(=O)C. The product is [Br:12][C:3]1[C:2]([CH3:1])=[CH:7][C:6]([OH:8])=[C:5]([N+:9]([O-:11])=[O:10])[CH:4]=1. The yield is 0.990.